Dataset: Catalyst prediction with 721,799 reactions and 888 catalyst types from USPTO. Task: Predict which catalyst facilitates the given reaction. (1) Reactant: [O:1]1[CH2:6][CH2:5][CH2:4][CH2:3][CH:2]1[O:7][NH:8][C:9]([C:11]1[CH:20]=[C:19]2[C:14]([CH2:15][CH2:16][NH:17][CH2:18]2)=[CH:13][CH:12]=1)=[O:10].[N:21]1[CH:26]=[CH:25][CH:24]=[CH:23][C:22]=1[CH2:27][C:28](O)=[O:29].C1C=CC2N(O)N=NC=2C=1.C(Cl)CCl. Product: [N:21]1[CH:26]=[CH:25][CH:24]=[CH:23][C:22]=1[CH2:27][C:28]([N:17]1[CH2:16][CH2:15][C:14]2[C:19](=[CH:20][C:11]([C:9]([NH:8][O:7][CH:2]3[CH2:3][CH2:4][CH2:5][CH2:6][O:1]3)=[O:10])=[CH:12][CH:13]=2)[CH2:18]1)=[O:29]. The catalyst class is: 338. (2) Reactant: [OH:1][C:2]1[CH:3]=[C:4]([C:14]2[N:18]3[CH2:19][CH2:20][CH2:21][C:22]([O:28][C:29]4[CH:34]=[C:33]([F:35])[C:32]([F:36])=[C:31]([F:37])[CH:30]=4)([C:23]([O:25][CH2:26][CH3:27])=[O:24])[C:17]3=[N:16][N:15]=2)[CH:5]=[CH:6][C:7]=1[C:8]1[O:12][C:11]([CH3:13])=[N:10][CH:9]=1.C1C=CC(N([S:45]([C:48]([F:51])([F:50])[F:49])(=[O:47])=[O:46])[S:45]([C:48]([F:51])([F:50])[F:49])(=[O:47])=[O:46])=CC=1.C(N(CC)CC)C. Product: [CH3:13][C:11]1[O:12][C:8]([C:7]2[CH:6]=[CH:5][C:4]([C:14]3[N:18]4[CH2:19][CH2:20][CH2:21][C:22]([O:28][C:29]5[CH:30]=[C:31]([F:37])[C:32]([F:36])=[C:33]([F:35])[CH:34]=5)([C:23]([O:25][CH2:26][CH3:27])=[O:24])[C:17]4=[N:16][N:15]=3)=[CH:3][C:2]=2[O:1][S:45]([C:48]([F:51])([F:50])[F:49])(=[O:47])=[O:46])=[CH:9][N:10]=1. The catalyst class is: 39.